This data is from Peptide-MHC class I binding affinity with 185,985 pairs from IEDB/IMGT. The task is: Regression. Given a peptide amino acid sequence and an MHC pseudo amino acid sequence, predict their binding affinity value. This is MHC class I binding data. (1) The peptide sequence is ITLYEYDHF. The MHC is HLA-A03:01 with pseudo-sequence HLA-A03:01. The binding affinity (normalized) is 0.0847. (2) The peptide sequence is VKKLWGHLP. The MHC is HLA-A03:01 with pseudo-sequence HLA-A03:01. The binding affinity (normalized) is 0.0847. (3) The binding affinity (normalized) is 0.739. The MHC is HLA-A68:01 with pseudo-sequence HLA-A68:01. The peptide sequence is DFAVSKGFFK. (4) The peptide sequence is LLDNSMFTY. The MHC is HLA-A01:01 with pseudo-sequence HLA-A01:01. The binding affinity (normalized) is 0.872. (5) The MHC is HLA-B27:05 with pseudo-sequence HLA-B27:05. The binding affinity (normalized) is 0.723. The peptide sequence is ERYFRIHSL. (6) The MHC is HLA-A02:01 with pseudo-sequence HLA-A02:01. The binding affinity (normalized) is 0.795. The peptide sequence is TLVKSGLTEV. (7) The peptide sequence is NIDPEHLDY. The MHC is HLA-A11:01 with pseudo-sequence HLA-A11:01. The binding affinity (normalized) is 0.0847.